From a dataset of Forward reaction prediction with 1.9M reactions from USPTO patents (1976-2016). Predict the product of the given reaction. (1) Given the reactants Br[CH:2]([C:4]1[CH:5]=[CH:6][C:7]([F:10])=[N:8][CH:9]=1)[CH3:3].C(#N)C.[C:14]([N:21]1[CH2:26][CH2:25][NH:24][C@H:23]([CH3:27])[CH2:22]1)([O:16][C:17]([CH3:20])([CH3:19])[CH3:18])=[O:15].C(=O)([O-])[O-].[K+].[K+].[I-].[K+], predict the reaction product. The product is: [F:10][C:7]1[N:8]=[CH:9][C:4]([CH:2]([N:24]2[CH2:25][CH2:26][N:21]([C:14]([O:16][C:17]([CH3:20])([CH3:19])[CH3:18])=[O:15])[CH2:22][C@H:23]2[CH3:27])[CH3:3])=[CH:5][CH:6]=1. (2) Given the reactants Cl[C:2]1[N:11]=[CH:10][C:9]2[N:8]([CH3:12])[C:7](=[O:13])[C@@H:6]([CH2:14][CH3:15])[N:5]([CH:16]3[CH2:20][CH2:19][CH2:18][CH2:17]3)[C:4]=2[N:3]=1.[Cl:21][C:22]1[NH:23][CH:24]=[CH:25][N:26]=1, predict the reaction product. The product is: [Cl:21][C:22]1[N:23]([C:2]2[N:11]=[CH:10][C:9]3[N:8]([CH3:12])[C:7](=[O:13])[C@@H:6]([CH2:14][CH3:15])[N:5]([CH:16]4[CH2:20][CH2:19][CH2:18][CH2:17]4)[C:4]=3[N:3]=2)[CH:24]=[CH:25][N:26]=1. (3) Given the reactants [NH2:1][OH:2].[Br:3][C:4]1[S:5][CH:6]=[C:7]([CH:9]=O)[N:8]=1.[F:11][C:12]1[CH:19]=[CH:18][CH:17]=[C:16]([F:20])[C:13]=1[CH:14]=[CH2:15].Cl[O-].[Na+], predict the reaction product. The product is: [Br:3][C:4]1[S:5][CH:6]=[C:7]([C:9]2[CH2:15][CH:14]([C:13]3[C:12]([F:11])=[CH:19][CH:18]=[CH:17][C:16]=3[F:20])[O:2][N:1]=2)[N:8]=1. (4) The product is: [Cl:1][C:2]1[CH:15]=[CH:14][C:5]2[S:6][C:7]([C:11](=[O:13])/[CH:12]=[CH:16]/[N:17]([CH3:19])[CH3:18])=[C:8]([CH2:9][CH3:10])[C:4]=2[CH:3]=1. Given the reactants [Cl:1][C:2]1[CH:15]=[CH:14][C:5]2[S:6][C:7]([C:11](=[O:13])[CH3:12])=[C:8]([CH2:9][CH3:10])[C:4]=2[CH:3]=1.[CH3:16][N:17]([CH:19](OC)OC)[CH3:18], predict the reaction product. (5) Given the reactants [N:1]1([CH2:7][CH2:8][C:9]2[CH:17]=[CH:16][C:12]3=[N:13][O:14][N:15]=[C:11]3[CH:10]=2)[CH2:6][CH2:5][NH:4][CH2:3][CH2:2]1.[O:18]1[CH2:20][CH:19]1[C:21]1[CH:30]=[CH:29][C:24]2[C:25](=[O:28])[O:26][CH2:27][C:23]=2[CH:22]=1, predict the reaction product. The product is: [N:13]1[O:14][N:15]=[C:11]2[CH:10]=[C:9]([CH2:8][CH2:7][N:1]3[CH2:6][CH2:5][N:4]([CH2:20][CH:19]([C:21]4[CH:30]=[CH:29][C:24]5[C:25](=[O:28])[O:26][CH2:27][C:23]=5[CH:22]=4)[OH:18])[CH2:3][CH2:2]3)[CH:17]=[CH:16][C:12]=12. (6) Given the reactants [CH3:1][N:2]([CH3:12])[C:3]1[CH:11]=[CH:10][C:6]([C:7]([O-:9])=O)=[CH:5][CH:4]=1.[NH2:13][C:14]1[CH:31]=[CH:30][C:17]2[N:18]=[C:19]([NH:21][C:22]3[CH:27]=[CH:26][CH:25]=[C:24]([O:28][CH3:29])[CH:23]=3)[NH:20][C:16]=2[CH:15]=1, predict the reaction product. The product is: [CH3:12][N:2]([CH3:1])[C:3]1[CH:4]=[CH:5][C:6]([C:7]([NH:13][C:14]2[CH:31]=[CH:30][C:17]3[NH:18][C:19]([NH:21][C:22]4[CH:27]=[CH:26][CH:25]=[C:24]([O:28][CH3:29])[CH:23]=4)=[N:20][C:16]=3[CH:15]=2)=[O:9])=[CH:10][CH:11]=1.